Dataset: Forward reaction prediction with 1.9M reactions from USPTO patents (1976-2016). Task: Predict the product of the given reaction. (1) Given the reactants [O:1]=[O:2].[C:3](=[O:6])([O-:5])[O-:4].[Na+:7].[Na+], predict the reaction product. The product is: [C:3]([O-:6])([O-:5])=[O:4].[C:3]([O-:6])([O-:5])=[O:4].[OH:1][OH:2].[OH:1][OH:2].[OH:1][OH:2].[Na+:7].[Na+:7].[Na+:7].[Na+:7]. (2) Given the reactants [NH2:1][C:2](=[O:15])/[C:3](/[C:13]#[N:14])=[N:4]/[NH:5][C:6]1[CH:11]=[CH:10][CH:9]=[CH:8][C:7]=1[Br:12].[Al+3].[Cl-].[Cl-].[Cl-].[Cl:20]C1C=CC=CC=1, predict the reaction product. The product is: [ClH:20].[NH2:14][C:13]1[C:11]2[C:6](=[C:7]([Br:12])[CH:8]=[CH:9][CH:10]=2)[N:5]=[N:4][C:3]=1[C:2]([NH2:1])=[O:15]. (3) Given the reactants [C:1]1([CH:7]([C:30]2[CH:35]=[CH:34][CH:33]=[CH:32][CH:31]=2)[CH2:8][CH2:9][N:10]2[CH2:15][CH2:14][N:13]([C:16]3[CH:17]=[C:18]([CH:27]=[CH:28][CH:29]=3)[C:19]([NH:21][CH2:22][C:23]([F:26])([F:25])[F:24])=[O:20])[CH2:12][CH2:11]2)[CH:6]=[CH:5][CH:4]=[CH:3][CH:2]=1.[CH2:36](Br)[CH:37]=[CH2:38], predict the reaction product. The product is: [CH2:38]([N:21]([CH2:22][C:23]([F:25])([F:26])[F:24])[C:19](=[O:20])[C:18]1[CH:27]=[CH:28][CH:29]=[C:16]([N:13]2[CH2:12][CH2:11][N:10]([CH2:9][CH2:8][CH:7]([C:1]3[CH:2]=[CH:3][CH:4]=[CH:5][CH:6]=3)[C:30]3[CH:35]=[CH:34][CH:33]=[CH:32][CH:31]=3)[CH2:15][CH2:14]2)[CH:17]=1)[CH:37]=[CH2:36].